From a dataset of Full USPTO retrosynthesis dataset with 1.9M reactions from patents (1976-2016). Predict the reactants needed to synthesize the given product. (1) Given the product [NH2:11][C:10]1[CH:9]=[C:8]([C:5]2[N:4]=[CH:3][C:2]([C:16]3[CH:20]=[N:19][N:18]([CH:21]4[CH2:22][CH2:23][N:24]([C:27]([O:29][C:30]([CH3:33])([CH3:32])[CH3:31])=[O:28])[CH2:25][CH2:26]4)[CH:17]=3)=[CH:7][N:6]=2)[CH:14]=[CH:13][CH:12]=1, predict the reactants needed to synthesize it. The reactants are: Br[C:2]1[CH:3]=[N:4][C:5]([C:8]2[CH:9]=[C:10]([CH:12]=[CH:13][CH:14]=2)[NH2:11])=[N:6][CH:7]=1.B(O)(O)[C:16]1[CH:20]=[N:19][N:18]([CH:21]2[CH2:26][CH2:25][N:24]([C:27]([O:29][C:30]([CH3:33])([CH3:32])[CH3:31])=[O:28])[CH2:23][CH2:22]2)[CH:17]=1.C([O-])([O-])=O.[K+].[K+]. (2) The reactants are: [Cl:1][C:2]1[N:7]=[C:6]([NH:8][CH2:9][CH2:10][CH2:11][OH:12])[C:5]([C:13]([F:16])([F:15])[F:14])=[CH:4][CH:3]=1.O[C:18]1[CH:19]=[C:20]2[C:24](=[CH:25][CH:26]=1)[C@H:23]([CH2:27][C:28]([O:30][CH2:31][CH3:32])=[O:29])[CH2:22][CH2:21]2.C1(P(C2C=CC=CC=2)C2C=CC=CC=2)C=CC=CC=1.N(C(N1CCCCC1)=O)=NC(N1CCCCC1)=O. Given the product [Cl:1][C:2]1[N:7]=[C:6]([NH:8][CH2:9][CH2:10][CH2:11][O:12][C:18]2[CH:19]=[C:20]3[C:24](=[CH:25][CH:26]=2)[C@H:23]([CH2:27][C:28]([O:30][CH2:31][CH3:32])=[O:29])[CH2:22][CH2:21]3)[C:5]([C:13]([F:16])([F:14])[F:15])=[CH:4][CH:3]=1, predict the reactants needed to synthesize it. (3) The reactants are: [NH2:1][C:2]1[CH:7]=[CH:6][C:5]([NH:8][S:9]([C:12]2[CH:13]=[C:14]([C:18]3[CH:23]=[CH:22][C:21]([F:24])=[CH:20][CH:19]=3)[CH:15]=[CH:16][CH:17]=2)(=[O:11])=[O:10])=[C:4]([O:25][CH3:26])[CH:3]=1.[C:27]1([N:33]=[C:34]=[O:35])[CH:32]=[CH:31][CH:30]=[CH:29][CH:28]=1.[C:36]1(C)C=CC=CC=1. Given the product [CH3:36][N:8]([C:5]1[CH:6]=[CH:7][C:2]([NH:1][C:34]([NH:33][C:27]2[CH:32]=[CH:31][CH:30]=[CH:29][CH:28]=2)=[O:35])=[CH:3][C:4]=1[O:25][CH3:26])[S:9]([C:12]1[CH:13]=[C:14]([C:18]2[CH:23]=[CH:22][C:21]([F:24])=[CH:20][CH:19]=2)[CH:15]=[CH:16][CH:17]=1)(=[O:11])=[O:10], predict the reactants needed to synthesize it. (4) Given the product [Br:26][C:27]1[CH:35]=[C:34]2[C:30]([C:31]([C:19](=[O:25])[C:20]([N:22]([CH3:24])[CH3:23])=[O:21])=[CH:32][N:33]2[CH2:36][CH3:37])=[C:29]([O:38][CH3:39])[CH:28]=1, predict the reactants needed to synthesize it. The reactants are: C(OC1C(F)=CC=C2C=1C([C:19](=[O:25])[C:20]([N:22]([CH3:24])[CH3:23])=[O:21])=CN2)C1C=CC=CC=1.[Br:26][C:27]1[CH:35]=[C:34]2[C:30]([CH:31]=[CH:32][N:33]2[CH2:36][CH3:37])=[C:29]([O:38][CH3:39])[CH:28]=1. (5) Given the product [Br:8][C:9]1[CH:14]=[CH:13][CH:12]=[C:11]([C:2]#[C:1][CH3:6])[CH:10]=1, predict the reactants needed to synthesize it. The reactants are: [C:1]1(C)[CH:6]=CC=C[CH:2]=1.[Br:8][C:9]1[CH:14]=[CH:13][CH:12]=[C:11](I)[CH:10]=1.C[Si](C)(C)C#CC.C(N(CC)CC)C.[F-].F[N+](F)(F)F.O1CCCC1. (6) Given the product [Cl:1][C:2]1[CH:3]=[CH:4][C:5]([CH2:8][O:9][CH2:13][C:14]2[CH:19]=[CH:18][C:17]([C:20]3[CH:21]=[CH:22][CH:23]=[CH:24][CH:25]=3)=[CH:16][CH:15]=2)=[CH:6][N:7]=1, predict the reactants needed to synthesize it. The reactants are: [Cl:1][C:2]1[N:7]=[CH:6][C:5]([CH2:8][OH:9])=[CH:4][CH:3]=1.[H-].[Na+].Br[CH2:13][C:14]1[CH:19]=[CH:18][C:17]([C:20]2[CH:25]=[CH:24][CH:23]=[CH:22][CH:21]=2)=[CH:16][CH:15]=1.[Cl-].[NH4+]. (7) Given the product [F:52][C:53]([F:58])([F:57])[C:54]([OH:56])=[O:55].[NH2:8][CH2:9][CH2:10][O:11][C:12]1[CH:37]=[C:36]([N:38]2[CH2:43][CH2:42][O:41][CH2:40][CH2:39]2)[CH:35]=[CH:34][C:13]=1[C:14]([NH:16][C:17]1[CH:32]=[C:31]([F:33])[CH:30]=[CH:29][C:18]=1[C:19]([NH:21][C:22]1[CH:27]=[CH:26][C:25]([Cl:28])=[CH:24][N:23]=1)=[O:20])=[O:15], predict the reactants needed to synthesize it. The reactants are: C(OC([NH:8][CH2:9][CH2:10][O:11][C:12]1[CH:37]=[C:36]([N:38]2[CH2:43][CH2:42][O:41][CH2:40][CH2:39]2)[CH:35]=[CH:34][C:13]=1[C:14]([NH:16][C:17]1[CH:32]=[C:31]([F:33])[CH:30]=[CH:29][C:18]=1[C:19]([NH:21][C:22]1[CH:27]=[CH:26][C:25]([Cl:28])=[CH:24][N:23]=1)=[O:20])=[O:15])=O)(C)(C)C.C1(OC)C=CC=CC=1.[F:52][C:53]([F:58])([F:57])[C:54]([OH:56])=[O:55].